From a dataset of Catalyst prediction with 721,799 reactions and 888 catalyst types from USPTO. Predict which catalyst facilitates the given reaction. (1) Reactant: FC(F)(F)C(O)=O.[OH:8][CH2:9][CH2:10][C:11]1[CH:38]=[CH:37][C:14]([O:15][CH2:16][CH2:17][NH+:18]2[CH2:36][CH2:35][C:21]3([O:26][CH2:25][CH2:24][N:23]([C:27]([C:29]4[N:30]=[C:31]([CH3:34])[S:32][CH:33]=4)=[O:28])[CH2:22]3)[CH2:20][CH2:19]2)=[CH:13][CH:12]=1.CC(OI1(OC(C)=O)(OC(C)=O)OC(=O)C2C=CC=CC1=2)=O.S([O-])([O-])(=O)=S.[Na+].[Na+].C(=O)(O)[O-].[Na+]. Product: [CH3:34][C:31]1[S:32][CH:33]=[C:29]([C:27]([N:23]2[CH2:22][C:21]3([CH2:35][CH2:36][N:18]([CH2:17][CH2:16][O:15][C:14]4[CH:37]=[CH:38][C:11]([CH2:10][CH:9]=[O:8])=[CH:12][CH:13]=4)[CH2:19][CH2:20]3)[O:26][CH2:25][CH2:24]2)=[O:28])[N:30]=1. The catalyst class is: 158. (2) Reactant: [Cl:1][C:2]1[CH:3]=[C:4]([N:8]2[C:13](=[O:14])[C:12]([CH2:15][CH2:16][C:17]3[CH:22]=[CH:21][CH:20]=[CH:19][CH:18]=3)=[C:11]([C:23]3[CH:28]=[CH:27][C:26]([S:29](C)(=[O:31])=[O:30])=[CH:25][CH:24]=3)[CH:10]=[N:9]2)[CH:5]=[CH:6][CH:7]=1.[NH3:33]. Product: [Cl:1][C:2]1[CH:3]=[C:4]([N:8]2[C:13](=[O:14])[C:12]([CH2:15][CH2:16][C:17]3[CH:22]=[CH:21][CH:20]=[CH:19][CH:18]=3)=[C:11]([C:23]3[CH:28]=[CH:27][C:26]([S:29]([NH2:33])(=[O:31])=[O:30])=[CH:25][CH:24]=3)[CH:10]=[N:9]2)[CH:5]=[CH:6][CH:7]=1. The catalyst class is: 6. (3) Reactant: C([O:4][CH2:5][CH:6]1[CH:8]([C:9]2[CH:14]=[CH:13][C:12]([C:15]([CH3:18])([CH3:17])[CH3:16])=[CH:11][CH:10]=2)[C:7]1([F:20])[F:19])(=O)C.[OH-].[Na+]. Product: [C:15]([C:12]1[CH:13]=[CH:14][C:9]([CH:8]2[CH:6]([CH2:5][OH:4])[C:7]2([F:19])[F:20])=[CH:10][CH:11]=1)([CH3:18])([CH3:16])[CH3:17]. The catalyst class is: 5. (4) Reactant: [C:1]([C:4]1[CH:5]=[C:6]([C:13]2[CH:14]=[C:15]([CH:28]=[CH:29][CH:30]=2)[CH2:16][NH:17][C:18]([CH3:27])([C:20]([O:22]C(C)(C)C)=[O:21])[CH3:19])[S:7][C:8]=1[NH:9][C:10](=[O:12])[NH2:11])(=[O:3])[NH2:2].FC(F)(F)C(O)=O. Product: [C:1]([C:4]1[CH:5]=[C:6]([C:13]2[CH:14]=[C:15]([CH:28]=[CH:29][CH:30]=2)[CH2:16][NH:17][C:18]([CH3:19])([C:20]([OH:22])=[O:21])[CH3:27])[S:7][C:8]=1[NH:9][C:10](=[O:12])[NH2:11])(=[O:3])[NH2:2]. The catalyst class is: 4.